From a dataset of Forward reaction prediction with 1.9M reactions from USPTO patents (1976-2016). Predict the product of the given reaction. (1) Given the reactants [CH2:1]=[O:2].[Br-].[CH3:4][C:5]1[CH:6]=[CH:7][C:8]2[NH:13][C:12]([C:14]3[CH:19]=[CH:18][C:17]([CH3:20])=[CH:16][CH:15]=3)=[CH:11][N+:9]=2[CH:10]=1, predict the reaction product. The product is: [CH3:4][C:5]1[CH:6]=[CH:7][C:8]2[N:9]([C:11]([CH2:1][OH:2])=[C:12]([C:14]3[CH:19]=[CH:18][C:17]([CH3:20])=[CH:16][CH:15]=3)[N:13]=2)[CH:10]=1. (2) Given the reactants [Cl:1][C:2]1[CH:3]=[C:4]2[C:9](=[CH:10][CH:11]=1)[C:8](=[O:12])[N:7]([CH3:13])[C:6]([CH2:14][N:15]1C(=O)C3C(=CC=CC=3)C1=O)=[C:5]2[O:26][CH3:27].O.NN.C(=O)([O-])O.[Na+], predict the reaction product. The product is: [ClH:1].[NH2:15][CH2:14][C:6]1[N:7]([CH3:13])[C:8](=[O:12])[C:9]2[C:4]([C:5]=1[O:26][CH3:27])=[CH:3][C:2]([Cl:1])=[CH:11][CH:10]=2. (3) Given the reactants Cl.CO.[Cl:4][C:5]1[CH:10]=[C:9]([C:11]2[CH:16]=[N:15][CH:14]=[C:13]([CH3:17])[N:12]=2)[CH:8]=[CH:7][C:6]=1[C:18]1[C:36](=[O:37])[N:35]([CH2:38][CH3:39])[C:21]2[N:22]=[C:23]([NH:26][CH2:27][CH2:28][CH2:29][O:30][Si](C)(C)C)[N:24]=[CH:25][C:20]=2[CH:19]=1, predict the reaction product. The product is: [Cl:4][C:5]1[CH:10]=[C:9]([C:11]2[CH:16]=[N:15][CH:14]=[C:13]([CH3:17])[N:12]=2)[CH:8]=[CH:7][C:6]=1[C:18]1[C:36](=[O:37])[N:35]([CH2:38][CH3:39])[C:21]2[N:22]=[C:23]([NH:26][CH2:27][CH2:28][CH2:29][OH:30])[N:24]=[CH:25][C:20]=2[CH:19]=1. (4) Given the reactants [C:1]([N:4]1[CH2:9][CH2:8][NH:7][CH2:6][CH2:5]1)(=[O:3])[CH3:2].[CH2:10]([O:12][C:13](=[O:22])[CH:14](Br)[C:15]1[CH:16]=[N:17][CH:18]=[CH:19][CH:20]=1)[CH3:11], predict the reaction product. The product is: [CH2:10]([O:12][C:13](=[O:22])[CH:14]([N:7]1[CH2:8][CH2:9][N:4]([C:1](=[O:3])[CH3:2])[CH2:5][CH2:6]1)[C:15]1[CH:16]=[N:17][CH:18]=[CH:19][CH:20]=1)[CH3:11].